From a dataset of Catalyst prediction with 721,799 reactions and 888 catalyst types from USPTO. Predict which catalyst facilitates the given reaction. (1) Reactant: [CH:1]([C@@H:3]1[CH2:8][CH2:7][C@H:6]([CH3:9])[CH2:5][N:4]1[C:10]([O:12][C:13]([CH3:16])([CH3:15])[CH3:14])=[O:11])=O.[Br:17][C:18]1[CH:19]=[CH:20][C:21]([NH2:24])=[N:22][CH:23]=1.CC(O)=O.C(O[BH-](OC(=O)C)OC(=O)C)(=O)C.[Na+].C([O-])(O)=O.[Na+]. Product: [Br:17][C:18]1[CH:19]=[CH:20][C:21]([NH:24][CH2:1][C@@H:3]2[CH2:8][CH2:7][C@H:6]([CH3:9])[CH2:5][N:4]2[C:10]([O:12][C:13]([CH3:16])([CH3:15])[CH3:14])=[O:11])=[N:22][CH:23]=1. The catalyst class is: 279. (2) Reactant: [NH2:1][C:2]1[C:3]([OH:24])=[N:4][C:5]([C:8]2[N:9]=[C:10]([CH:21]3[CH2:23][CH2:22]3)[NH:11][C:12]=2[C:13]2[CH:18]=[CH:17][C:16]([F:19])=[CH:15][C:14]=2[F:20])=[CH:6][CH:7]=1.[N:25]([C@@H:28]([CH3:33])[CH2:29][CH2:30][O:31][CH3:32])=[C:26]=S.C1(N=C=NC2CCCCC2)CCCCC1. Product: [CH:21]1([C:10]2[NH:11][C:12]([C:13]3[CH:18]=[CH:17][C:16]([F:19])=[CH:15][C:14]=3[F:20])=[C:8]([C:5]3[N:4]=[C:3]4[O:24][C:26]([NH:25][C@@H:28]([CH3:33])[CH2:29][CH2:30][O:31][CH3:32])=[N:1][C:2]4=[CH:7][CH:6]=3)[N:9]=2)[CH2:22][CH2:23]1. The catalyst class is: 8. (3) The catalyst class is: 7. Reactant: N#N.Br[C:4]1[N:9]=[C:8]([C:10]2[CH:14]=[C:13]([CH3:15])[NH:12][C:11]=2[CH3:16])[CH:7]=[CH:6][CH:5]=1.C([Li])CCC.[CH2:22]([N:29]1[CH2:35][CH:34]2[C:36](=[O:37])[CH:31]([CH2:32][CH2:33]2)[CH2:30]1)[C:23]1[CH:28]=[CH:27][CH:26]=[CH:25][CH:24]=1.[CH3:38][CH2:39][CH2:40][CH2:41][CH2:42][CH3:43]. Product: [CH3:16][C:11]1[NH:12][C:13]([CH3:15])=[CH:14][C:10]=1[C:8]1[N:9]=[C:4]([C:40]2[CH:39]=[CH:38][C:43]([C:36]3([OH:37])[CH:34]4[CH2:33][CH2:32][CH:31]3[CH2:30][N:29]([CH2:22][C:23]3[CH:24]=[CH:25][CH:26]=[CH:27][CH:28]=3)[CH2:35]4)=[CH:42][CH:41]=2)[CH:5]=[CH:6][CH:7]=1. (4) Product: [Br:24][C:25]1[CH:26]=[N:27][C:28]([Cl:34])=[C:29]([CH:33]=1)[C:30]([NH:11][C:9]1[CH:10]=[CH:2][C:1]([Cl:4])=[CH:7][CH:8]=1)=[O:32]. Reactant: [CH2:1]([Cl:4])[CH2:2]Cl.C1C=[CH:7][C:8]2N(O)N=[N:11][C:9]=2[CH:10]=1.CCN(C(C)C)C(C)C.[Br:24][C:25]1[CH:26]=[N:27][C:28]([Cl:34])=[C:29]([CH:33]=1)[C:30]([OH:32])=O. The catalyst class is: 2. (5) Reactant: [NH2:1][C:2]1[CH:7]=[CH:6][C:5]([C:8]2[C:16]3[C:15]([NH2:17])=[N:14][CH:13]=[N:12][C:11]=3[N:10]([CH:18]3[CH2:23][CH2:22][O:21][CH2:20][CH2:19]3)[CH:9]=2)=[CH:4][C:3]=1[O:24][CH3:25].N1C=CC=CC=1.[C:32](Cl)(=[O:39])[C:33]1[CH:38]=[CH:37][CH:36]=[CH:35][CH:34]=1. Product: [NH2:17][C:15]1[C:16]2[C:8]([C:5]3[CH:6]=[CH:7][C:2]([NH:1][C:32](=[O:39])[C:33]4[CH:38]=[CH:37][CH:36]=[CH:35][CH:34]=4)=[C:3]([O:24][CH3:25])[CH:4]=3)=[CH:9][N:10]([CH:18]3[CH2:19][CH2:20][O:21][CH2:22][CH2:23]3)[C:11]=2[N:12]=[CH:13][N:14]=1. The catalyst class is: 4.